From a dataset of Reaction yield outcomes from USPTO patents with 853,638 reactions. Predict the reaction yield, written as a fraction of the theoretical maximum amount of product (1.0 means a 100% yield; for example, 0.34 means a 34% yield). (1) The reactants are [F:1][C:2]1[CH:3]=[C:4]([C:9]2[CH:10]=[C:11]([CH2:20][OH:21])[C:12](=[O:19])[N:13]([CH2:15][CH:16]([CH3:18])[CH3:17])[N:14]=2)[CH:5]=[CH:6][C:7]=1[CH3:8].C(N(CC)CC)C.[CH3:29][S:30](Cl)(=[O:32])=[O:31].C(=O)([O-])O.[Na+]. The catalyst is C(Cl)Cl. The product is [F:1][C:2]1[CH:3]=[C:4]([C:9]2[CH:10]=[C:11]([CH2:20][O:21][S:30]([CH3:29])(=[O:32])=[O:31])[C:12](=[O:19])[N:13]([CH2:15][CH:16]([CH3:18])[CH3:17])[N:14]=2)[CH:5]=[CH:6][C:7]=1[CH3:8]. The yield is 0.704. (2) The reactants are [Mg].Br[C:3]1[CH:4]=[CH:5][C:6]2[CH:10]=[CH:9][S:8][C:7]=2[CH:11]=1.CN(C)[CH:14]=[O:15]. The catalyst is C1COCC1. The product is [S:8]1[CH:9]=[CH:10][C:6]2[CH:5]=[CH:4][C:3]([CH:14]=[O:15])=[CH:11][C:7]1=2. The yield is 0.720. (3) The reactants are [NH2:1][C:2]1[S:3][C:4]2[CH:10]=[C:9]([C:11]([OH:13])=[O:12])[CH:8]=[C:7]([Br:14])[C:5]=2[N:6]=1.[Si](C=[N+]=[N-])(C)(C)[CH3:16]. The catalyst is O1CCCC1.CO. The product is [CH3:16][O:12][C:11]([C:9]1[CH:8]=[C:7]([Br:14])[C:5]2[N:6]=[C:2]([NH2:1])[S:3][C:4]=2[CH:10]=1)=[O:13]. The yield is 1.00. (4) The reactants are CS[C:3](SC)=[CH:4][N+:5]([O-:7])=[O:6].[O:10]1[CH2:14][CH2:13][CH:12]([CH2:15][NH:16][CH2:17][CH2:18][NH2:19])[CH2:11]1. The catalyst is C(O)C. The product is [N+:5]([CH:4]=[C:3]1[NH:19][CH2:18][CH2:17][N:16]1[CH2:15][CH:12]1[CH2:13][CH2:14][O:10][CH2:11]1)([O-:7])=[O:6]. The yield is 0.810. (5) The catalyst is CN(C=O)C. The reactants are [H-].[Na+].[CH:3]1([CH2:6][OH:7])[CH2:5][CH2:4]1.CS(O[CH2:13][CH2:14][NH:15][S:16]([C:19]1[CH:24]=[CH:23][C:22]([I:25])=[CH:21][CH:20]=1)(=[O:18])=[O:17])(=O)=O. The product is [CH:3]1([CH2:6][O:7][CH2:13][CH2:14][NH:15][S:16]([C:19]2[CH:24]=[CH:23][C:22]([I:25])=[CH:21][CH:20]=2)(=[O:17])=[O:18])[CH2:5][CH2:4]1. The yield is 0.740. (6) The reactants are [CH3:1][C:2](=[CH2:13])[CH2:3][O:4][C:5]1[CH:12]=[CH:11][C:8]([CH:9]=O)=[CH:7][CH:6]=1.[C:14]1([S:20]([CH2:23][C:24]#[N:25])(=[O:22])=[O:21])[CH:19]=[CH:18][CH:17]=[CH:16][CH:15]=1.N1CCCCC1. The catalyst is C(O)C. The product is [C:14]1([S:20]([C:23](=[CH:9][C:8]2[CH:11]=[CH:12][C:5]([O:4][CH2:3][C:2]([CH3:1])=[CH2:13])=[CH:6][CH:7]=2)[C:24]#[N:25])(=[O:21])=[O:22])[CH:15]=[CH:16][CH:17]=[CH:18][CH:19]=1. The yield is 0.770.